This data is from Catalyst prediction with 721,799 reactions and 888 catalyst types from USPTO. The task is: Predict which catalyst facilitates the given reaction. (1) Reactant: [H-].[Na+].[Br:3][C:4]1[N:12]([CH3:13])[C:11]2[C:10](=[O:14])[NH:9][C:8](=[O:15])[N:7]([CH3:16])[C:6]=2[N:5]=1.[C:17]([O:20][CH:21]([CH3:33])[CH2:22][CH2:23][CH2:24][CH2:25][C@H](Cl)CCCCC)(=[O:19])[CH3:18]. Product: [C:17]([O:20][C@H:21]([CH3:33])[CH2:22][CH2:23][CH2:24][CH2:25][N:9]1[C:10](=[O:14])[C:11]2[N:12]([CH3:13])[C:4]([Br:3])=[N:5][C:6]=2[N:7]([CH3:16])[C:8]1=[O:15])(=[O:19])[CH3:18]. The catalyst class is: 16. (2) Reactant: Br[C:2]1[CH:3]=[C:4]2[C:8](=[CH:9][CH:10]=1)[N:7]([CH3:11])[C:6]([CH:12]1[CH2:16][CH2:15][N:14]([C:17]([O:19][C:20]([CH3:23])([CH3:22])[CH3:21])=[O:18])[CH2:13]1)=[CH:5]2.[Li]CCCC.CON(C)[C:32](=[O:36])[CH2:33][CH2:34][CH3:35]. Product: [C:32]([C:2]1[CH:3]=[C:4]2[C:8](=[CH:9][CH:10]=1)[N:7]([CH3:11])[C:6]([CH:12]1[CH2:16][CH2:15][N:14]([C:17]([O:19][C:20]([CH3:23])([CH3:22])[CH3:21])=[O:18])[CH2:13]1)=[CH:5]2)(=[O:36])[CH2:33][CH2:34][CH3:35]. The catalyst class is: 1. (3) Reactant: [N:1]1([CH2:7][CH2:8][CH2:9][O-:10])[CH2:6][CH2:5][CH2:4][CH2:3][CH2:2]1.[Na+].S(O[CH2:17][CH2:18][CH2:19][C:20]1[CH:25]=[CH:24][C:23]([Cl:26])=[CH:22][CH:21]=1)(=O)(=O)C.C1OCCOCCOCCOCCOC1. Product: [Cl:26][C:23]1[CH:24]=[CH:25][C:20]([CH2:19][CH2:18][CH2:17][O:10][CH2:9][CH2:8][CH2:7][N:1]2[CH2:6][CH2:5][CH2:4][CH2:3][CH2:2]2)=[CH:21][CH:22]=1. The catalyst class is: 11. (4) Reactant: [C:1]([O:5][C:6]([NH:8][CH2:9][CH2:10][C:11]([OH:13])=O)=[O:7])([CH3:4])([CH3:3])[CH3:2].[C:14]([NH:17][NH2:18])(=[O:16])[CH3:15].F[B-](F)(F)F.N1(OC(N(C)C)=[N+](C)C)C2C=CC=C[C:27]=2N=N1.C(N(C(C)C)CC)(C)C. Product: [O:13]=[C:11]([NH:18][NH:17][C:14](=[O:16])[CH2:15][CH3:27])[CH2:10][CH2:9][NH:8][C:6](=[O:7])[O:5][C:1]([CH3:2])([CH3:3])[CH3:4]. The catalyst class is: 217. (5) Reactant: [P:1]([O-:7])([O:5]C)([O:3]C)=O.[C:8]([P:11](=[O:16])([O:14]C)[O:12]C)(=[O:10])[CH3:9].[P].[Si].[S].[C:20](Cl)(=[O:38])[CH2:21][CH2:22][CH2:23][CH2:24][CH2:25][CH2:26][CH2:27]/[CH:28]=[CH:29]\[CH2:30][CH2:31][CH2:32][CH2:33][CH2:34][CH2:35][CH2:36]C. Product: [C:20]([O:10][C:8]([P:1](=[O:3])([OH:5])[OH:7])([P:11](=[O:16])([OH:14])[OH:12])[CH3:9])(=[O:38])[CH2:21][CH2:22][CH2:23][CH2:24][CH2:25][CH2:26]/[CH:27]=[CH:28]\[CH2:29][CH2:30][CH2:31][CH2:32][CH2:33][CH2:34][CH2:35][CH3:36]. The catalyst class is: 10. (6) Reactant: Cl[CH2:2][C:3]([NH:5][C:6]1[CH:11]=[C:10]([C:12]2[NH:20][C:19]3[C:14](=[N:15][CH:16]=[C:17]([Cl:21])[CH:18]=3)[C:13]=2[C:22]2[CH:27]=[CH:26][C:25]([F:28])=[CH:24][N:23]=2)[CH:9]=[CH:8][N:7]=1)=[O:4].[N:29]1([C:35](=[O:37])[CH3:36])[CH2:34][CH2:33][NH:32][CH2:31][CH2:30]1.C(O)(C(F)(F)F)=O. Product: [C:35]([N:29]1[CH2:34][CH2:33][N:32]([CH2:2][C:3]([NH:5][C:6]2[CH:11]=[C:10]([C:12]3[NH:20][C:19]4[C:14](=[N:15][CH:16]=[C:17]([Cl:21])[CH:18]=4)[C:13]=3[C:22]3[CH:27]=[CH:26][C:25]([F:28])=[CH:24][N:23]=3)[CH:9]=[CH:8][N:7]=2)=[O:4])[CH2:31][CH2:30]1)(=[O:37])[CH3:36]. The catalyst class is: 192. (7) Product: [CH3:1][O:2][C:3]([C:5]1[CH:6]=[C:7]([C:12]2[CH:17]=[CH:16][C:15]([CH3:18])=[CH:14][CH:13]=2)[CH:8]=[C:9]([N:11]2[CH:23]=[N:21][N:20]=[N:19]2)[CH:10]=1)=[O:4]. The catalyst class is: 52. Reactant: [CH3:1][O:2][C:3]([C:5]1[CH:6]=[C:7]([C:12]2[CH:17]=[CH:16][C:15]([CH3:18])=[CH:14][CH:13]=2)[CH:8]=[C:9]([NH2:11])[CH:10]=1)=[O:4].[N-:19]=[N+:20]=[N-:21].[Na+].[CH:23](OCC)(OCC)OCC.